This data is from Catalyst prediction with 721,799 reactions and 888 catalyst types from USPTO. The task is: Predict which catalyst facilitates the given reaction. (1) Reactant: Cl[C:2]1[N:7]=[CH:6][N:5]=[C:4]([NH:8][CH2:9][C:10]2[CH:29]=[CH:28][C:13]3[N:14]=[C:15]([N:17]4[C@@H:21]5[CH2:22][CH2:23][CH2:24][CH2:25][C@H:20]5[O:19][C:18]4([CH3:27])[CH3:26])[S:16][C:12]=3[CH:11]=2)[C:3]=1[N+:30]([O-])=O.CCOC(C)=O. Product: [CH3:26][C:18]1([CH3:27])[N:17]([C:15]2[S:16][C:12]3[CH:11]=[C:10]([CH2:9][NH:8][C:4]4[C:3]([NH2:30])=[CH:2][N:7]=[CH:6][N:5]=4)[CH:29]=[CH:28][C:13]=3[N:14]=2)[C@@H:21]2[CH2:22][CH2:23][CH2:24][CH2:25][C@H:20]2[O:19]1. The catalyst class is: 19. (2) Reactant: [CH3:1][C:2]1[O:6][N:5]=[C:4]([C:7]2[CH:21]=[CH:20][C:10]([CH2:11][NH:12][C:13](=[O:19])[O:14][C:15]([CH3:18])([CH3:17])[CH3:16])=[C:9]([N+:22]([O-])=O)[CH:8]=2)[N:3]=1.[Sn](Cl)Cl.C(=O)(O)[O-].[Na+]. Product: [NH2:22][C:9]1[CH:8]=[C:7]([C:4]2[N:3]=[C:2]([CH3:1])[O:6][N:5]=2)[CH:21]=[CH:20][C:10]=1[CH2:11][NH:12][C:13](=[O:19])[O:14][C:15]([CH3:18])([CH3:17])[CH3:16]. The catalyst class is: 8. (3) Reactant: [Br:1][C:2]1[CH:3]=[C:4]([C:8]([OH:10])=[O:9])[S:5][C:6]=1[CH3:7].OS(O)(=O)=O.[C:16]([O-])(O)=O.[Na+]. Product: [Br:1][C:2]1[CH:3]=[C:4]([C:8]([O:10][CH3:16])=[O:9])[S:5][C:6]=1[CH3:7]. The catalyst class is: 5. (4) Reactant: [I:1][C:2]1[N:6]2[CH:7]=[CH:8][C:9]([C:11]([NH:13][NH2:14])=[O:12])=[CH:10][C:5]2=[N:4][CH:3]=1.C(N(CC)CC)C.[C:22](Cl)(=[O:27])[C:23]([CH3:26])([CH3:25])[CH3:24].S(=O)(=O)(O)O. Product: [CH3:24][C:23]([CH3:26])([CH3:25])[C:22]([NH:14][NH:13][C:11]([C:9]1[CH:8]=[CH:7][N:6]2[C:2]([I:1])=[CH:3][N:4]=[C:5]2[CH:10]=1)=[O:12])=[O:27]. The catalyst class is: 1. (5) Reactant: Br[CH2:2]/[CH:3]=[CH:4]/[C:5]([NH:7][C:8]1[CH:9]=[C:10]2[C:15](=[CH:16][C:17]=1[O:18][CH3:19])[N:14]=[CH:13][N:12]=[C:11]2[NH:20][C:21]1[CH:26]=[CH:25][C:24]([F:27])=[C:23]([Cl:28])[CH:22]=1)=[O:6].C(N(C(C)C)CC)(C)C.[O:38]1[C@H:43]2[CH2:44][NH:45][CH2:46][C@@H:42]2[O:41][CH2:40][CH2:39]1.O. The catalyst class is: 80. Product: [Cl:28][C:23]1[CH:22]=[C:21]([NH:20][C:11]2[C:10]3[C:15](=[CH:16][C:17]([O:18][CH3:19])=[C:8]([NH:7][C:5](=[O:6])/[CH:4]=[CH:3]/[CH2:2][N:45]4[CH2:44][C@@H:43]5[O:38][CH2:39][CH2:40][O:41][C@H:42]5[CH2:46]4)[CH:9]=3)[N:14]=[CH:13][N:12]=2)[CH:26]=[CH:25][C:24]=1[F:27]. (6) Reactant: [CH3:1][N:2]([CH2:4][C@H:5]([C:14]1([OH:20])[CH2:19][CH2:18][CH2:17][CH2:16][CH2:15]1)[C:6]1[CH:7]=[CH:8][C:9]([O:12][CH3:13])=[CH:10][CH:11]=1)[CH3:3]. Product: [CH3:1][N:2]([CH2:4][C@@H:5]([C:14]1([OH:20])[CH2:19][CH2:18][CH2:17][CH2:16][CH2:15]1)[C:6]1[CH:11]=[CH:10][C:9]([O:12][CH3:13])=[CH:8][CH:7]=1)[CH3:3]. The catalyst class is: 14. (7) Product: [F:34][CH:2]([F:1])[C:3]1[N:7]([C:8]2[CH:13]=[C:12]([N:14]3[CH2:19][CH2:18][O:17][CH2:16][CH2:15]3)[N:11]=[C:10]([NH:20][CH2:21][C@H:22]3[CH2:27][CH2:26][C@H:25]([N:28]([CH2:36][CH2:37][F:38])[CH3:29])[CH2:24][CH2:23]3)[N:9]=2)[C:6]2[CH:30]=[CH:31][CH:32]=[CH:33][C:5]=2[N:4]=1. The catalyst class is: 80. Reactant: [F:1][CH:2]([F:34])[C:3]1[N:7]([C:8]2[CH:13]=[C:12]([N:14]3[CH2:19][CH2:18][O:17][CH2:16][CH2:15]3)[N:11]=[C:10]([NH:20][CH2:21][C@H:22]3[CH2:27][CH2:26][C@H:25]([NH:28][CH3:29])[CH2:24][CH2:23]3)[N:9]=2)[C:6]2[CH:30]=[CH:31][CH:32]=[CH:33][C:5]=2[N:4]=1.Br[CH2:36][CH2:37][F:38].C(=O)([O-])[O-].[K+].[K+].O.